Binary Classification. Given a T-cell receptor sequence (or CDR3 region) and an epitope sequence, predict whether binding occurs between them. From a dataset of TCR-epitope binding with 47,182 pairs between 192 epitopes and 23,139 TCRs. (1) The epitope is FIAGLIAIV. The TCR CDR3 sequence is CASSYSTGANVLTF. Result: 1 (the TCR binds to the epitope). (2) The epitope is ELAGIGILTV. The TCR CDR3 sequence is CASSLVSQGGYEQYF. Result: 1 (the TCR binds to the epitope). (3) Result: 0 (the TCR does not bind to the epitope). The TCR CDR3 sequence is CASSYPELTDTQYF. The epitope is YVLDHLIVV. (4) The epitope is FLNRFTTTL. The TCR CDR3 sequence is CASSLETGTGELFF. Result: 1 (the TCR binds to the epitope). (5) Result: 0 (the TCR does not bind to the epitope). The epitope is AMFWSVPTV. The TCR CDR3 sequence is CASSFAVELFF.